This data is from Retrosynthesis with 50K atom-mapped reactions and 10 reaction types from USPTO. The task is: Predict the reactants needed to synthesize the given product. (1) Given the product CNC[C@H](CC1CCCCC1)NC(=O)c1cccc(C(CCCCOC)c2ccccc2)c1, predict the reactants needed to synthesize it. The reactants are: CNC[C@H](CC1CCCCC1)NC(=O)c1cccc(C(=CCCCOC)c2ccccc2)c1. (2) Given the product CC/C(=C\C(C)OC(=O)CCl)C(N)=O, predict the reactants needed to synthesize it. The reactants are: CC/C(=C\C(C)O)C(N)=O.O=C(Cl)CCl. (3) Given the product CCc1c(CO)nc2sccn12, predict the reactants needed to synthesize it. The reactants are: CCOC(=O)c1nc2sccn2c1CC. (4) The reactants are: Cc1ccc(C2(O)CCC(=O)CC2)cn1.O=C(CNC(=O)c1cc(F)cc(C(F)(F)F)c1)NC1CNC1. Given the product Cc1ccc(C2(O)CCC(N3CC(NC(=O)CNC(=O)c4cc(F)cc(C(F)(F)F)c4)C3)CC2)cn1, predict the reactants needed to synthesize it. (5) Given the product CSC(=N[N+](=O)[O-])N(Cc1cnc(Cl)s1)C(C)=O, predict the reactants needed to synthesize it. The reactants are: CC(=O)OC(C)=O.CSC(=N[N+](=O)[O-])NCc1cnc(Cl)s1. (6) Given the product CCc1cc(-c2cnn(C)c2)ccc1N, predict the reactants needed to synthesize it. The reactants are: CCc1cc(Br)ccc1N.Cn1cc(B(O)O)cn1.